This data is from Peptide-MHC class II binding affinity with 134,281 pairs from IEDB. The task is: Regression. Given a peptide amino acid sequence and an MHC pseudo amino acid sequence, predict their binding affinity value. This is MHC class II binding data. (1) The peptide sequence is YVYEPFPKEVWEQIF. The MHC is DRB1_0901 with pseudo-sequence DRB1_0901. The binding affinity (normalized) is 0.172. (2) The peptide sequence is DTVAVSGKWYLKAMTA. The MHC is DRB1_0701 with pseudo-sequence DRB1_0701. The binding affinity (normalized) is 0.466. (3) The MHC is HLA-DQA10501-DQB10402 with pseudo-sequence HLA-DQA10501-DQB10402. The binding affinity (normalized) is 0.561. The peptide sequence is FSSAGGFFTSVGKGI. (4) The peptide sequence is DMTPADALDDFDL. The MHC is DRB1_0404 with pseudo-sequence DRB1_0404. The binding affinity (normalized) is 0. (5) The peptide sequence is GELQIHDKIDAAFKI. The MHC is DRB1_0101 with pseudo-sequence DRB1_0101. The binding affinity (normalized) is 0.474.